Dataset: Human liver microsome stability data. Task: Regression/Classification. Given a drug SMILES string, predict its absorption, distribution, metabolism, or excretion properties. Task type varies by dataset: regression for continuous measurements (e.g., permeability, clearance, half-life) or binary classification for categorical outcomes (e.g., BBB penetration, CYP inhibition). Dataset: hlm. (1) The molecule is CCC(C)(C)Cn1nc(-c2cccs2)c(O)c(C2=NS(=O)(=O)c3cc(OCC(N)=O)ccc3N2)c1=O. The result is 0 (unstable in human liver microsomes). (2) The compound is CCCC(=O)c1cc(C#N)c(N2CCC(C(=O)NS(=O)(=O)C(C)c3ccccc3)CC2)nc1C. The result is 0 (unstable in human liver microsomes). (3) The compound is CCS(=O)(=O)NCc1cncc(-c2cc3ccc(Cl)nc3n2C)c1. The result is 1 (stable in human liver microsomes). (4) The compound is COc1ccc2c(c1)C(O)CCN2c1nc(C)nc2ccccc12. The result is 0 (unstable in human liver microsomes). (5) The molecule is C[C@]12CC[C@H](NS(N)(=O)=O)C[C@@H]1CC[C@@H]1[C@@H]2CC[C@]2(C)[C@@H](C(=O)CO)CC[C@@H]12. The result is 0 (unstable in human liver microsomes). (6) The molecule is Cc1ccccc1S(=O)(=O)N1CC2(CN(c3ccc(C(=O)NCc4ccc(F)cc4)nn3)C2)C1. The result is 1 (stable in human liver microsomes). (7) The compound is C[C@@H](CO)Nc1cc2c(cc1S(=O)(=O)Nc1ccc(F)c(Cl)c1)CCC(=O)N2. The result is 0 (unstable in human liver microsomes). (8) The molecule is Oc1c2ccc(-c3ccccc3)cc2nc2cc(F)cc(F)c12. The result is 0 (unstable in human liver microsomes). (9) The molecule is CC(=O)CC[C@H]1C(=O)N[C@@H](C(C)C)C(=O)N[C@@H](Cc2cccc(O)c2)C(=O)N2CCCC(N2)C(=O)O[C@H](C(C)=CC=CC(=O)Nc2ccc(-c3ccccc3)cc2)CC=CC=C[C@H](O)[C@H](C)[C@H]1O. The result is 1 (stable in human liver microsomes). (10) The drug is CC(C)OC(=O)C1=CN(C(=O)c2ccc(OCCN3CCOCC3)cc2)CC(C)(C)c2c1[nH]c1cc(F)ccc21. The result is 1 (stable in human liver microsomes).